Dataset: Experimentally validated miRNA-target interactions with 360,000+ pairs, plus equal number of negative samples. Task: Binary Classification. Given a miRNA mature sequence and a target amino acid sequence, predict their likelihood of interaction. (1) The miRNA is hsa-miR-7851-3p with sequence UACCUGGGAGACUGAGGUUGGA. The protein sequence of the target gene is MDTPPLSDSESESDESLVTDRELQDAFSRGLLKPGLNVVLEGPKKAVNDVNGLKQCLAEFKRDLEWVERLDVTLGPVPEIGGSEAPAPQNKDQKAVDPEDDFQREMSFYRQAQAAVLAVLPRLHQLKVPTKRPTDYFAEMAKSDLQMQKIRQKLQTKQAAMERSEKAKQLRALRKYGKKVQTEVLQKRQQEKAHMMNAIKKYQKGFSDKLDFLEGDQKPLAQRKKAGAKGQQMRKGPSAKRRYKNQKFGFGGKKKGSKWNTRESYDDVSSFRAKTAHGRGLKRPGKKGSNKRPGKRTREK.... Result: 1 (interaction). (2) The miRNA is hsa-miR-4802-5p with sequence UAUGGAGGUUCUAGACCAUGUU. The protein sequence of the target gene is MSTEGGPPPPPPRPPPAPLRRACSPAPGALQAALMSPPPAATLESTSSSSSSSSASCASSSSNSVSASAGACKSAASSGGAGAGSGGTKKATSGLRRPEKPPYSYIALIVMAIQSSPSKRLTLSEIYQFLQARFPFFRGAYQGWKNSVRHNLSLNECFIKLPKGLGRPGKGHYWTIDPASEFMFEEGSFRRRPRGFRRKCQALKPMYHRVVSGLGFGASLLPQGFDFQAPPSAPLGCHGQGGYGGLDMMPAGYDTGAGAPGHAHPHHLHHHHVPHMSPNPGSTYMASCPVPAGPAGVGAA.... Result: 0 (no interaction). (3) The miRNA is hsa-miR-920 with sequence GGGGAGCUGUGGAAGCAGUA. The protein sequence of the target gene is MWLKLFFLLLYFLVLFVLARFFEAIVWYETGIFATQLVDPVALSFKKLKTILECRGLGYSGLPEKKDVRELVEKSGDLMEGELYSALKEEEASESVSSTNFSGEMHFYELVEDTKDGIWLVQVIANDRSPLVGKIHWEKMVKKVSRFGIRTGTFNCSSDPRYCRRRGWVRSTLIMSVPQTSTSKGKVMLKEYSGRKIEVEHIFKWITAHAASRIKTIYNAEHLKEEWNKSDQYWLKIYLFANLDQPPAFFSALSIKFTGRVEFIFVNVENWDNKSYMTDIGIYNMPSYILRTPEGIYRYG.... Result: 0 (no interaction). (4) The miRNA is hsa-miR-497-3p with sequence CAAACCACACUGUGGUGUUAGA. The protein sequence of the target gene is MAGDRLPRKVMDAKKLASLLRGGPGGPLVIDSRSFVEYNSCHVLSSVNICCSKLVKRRLQQGKVTIAELIQPATRSQVDATEPQDVVVYDQSTRDASVLAADSFLSILLSKLDGCFDSVAILTGGFATFSSCFPGLCEGKPATLPSMSLSQPCLPVPSVGLTRILPHLYLGSQKDVLNKDLMTQNGISYVLNASNSCPKPDFICESRFMRIPINDNYCEKLLPWLDKSIEFIDKAKLSSCQVIVHCLAGISRSATIAIAYIMKTMGMSSDDAYRFVKDRRPSISPNFNFLGQLLEYERSL.... Result: 0 (no interaction). (5) The miRNA is hsa-miR-4504 with sequence UGUGACAAUAGAGAUGAACAUG. The protein sequence of the target gene is MVGREKELSIHFVPGCCQLVEEEVNIPSRRVLITGATGLLGRAVYKEFQQSNWHTVGCGFRRARPKFEQVNLLDSEAVHHLIHDFQPHVIVHCAAERRPDVVESQPDAASQLNVGASGNLAKEAAAIGAFLIYISSDYVFDGTNPPYTEEDIPSPLNLYGKTKLDGEKAVLENNLGAAVLRIPVLYGEVEKLEESAVTVMFDKVQFSNKSANMDHWQQRFPTHVKDVASVCRQLAEKRMLDPSIKGTFHWSGNEQMTKYEMACAIADAFNLPSSHLRPITDSPVIGAQRPKNAQLDCSKL.... Result: 0 (no interaction). (6) The protein sequence of the target gene is MSLQWTAVATFLYAEVFVVLLLCIPFISPKRWQKIFKSRLVELLVSYGNTFFVVLIVILVLLVIDAVREIRKYDDVTEKVNLQNNPGAMEHFHMKLFRAQRNLYIAGFSLLLSFLLRRLVTLISQQATLLASNEAFKKQAESASEAAKKYMEENDQLKKGAAVDGGKLDVGNAEVKLEEENRSLKADLQKLKDELASTKQKLEKAENQVLAMRKQSEGLTKEYDRLLEEHAKLQAAVDGPMDKKEE. Result: 0 (no interaction). The miRNA is hsa-miR-518a-3p with sequence GAAAGCGCUUCCCUUUGCUGGA. (7) The miRNA is hsa-miR-3153 with sequence GGGGAAAGCGAGUAGGGACAUUU. The protein sequence of the target gene is MELEGQWWRGQLAADIHQALRYKELKLPSYKGQSPQLNLRRYFADLIAIVSNRFTLCPPARHLAVYLLDLFMDRYDISIQQLHLVALSCLLLASKFEEKEDSVPKLEQLNSLGCMTNMNLVLTKQTLLHMELLLLETFQWNLCLPTAAHFIEYYLSEAVHETDLHDGWPMVCLEKTKLYMAKYADYFLEVSLQDYAFLNYAPSLVAAACVASSRIILRLSPTWPTRLHRLTAYSWDFLVQCIERLLLAHDNDVKEANKQRGQSAPQSTQLTVFQTAQPSRPVHFQQPQYLHQSSLQYRHP.... Result: 0 (no interaction). (8) The miRNA is hsa-miR-6124 with sequence GGGAAAAGGAAGGGGGAGGA. The protein sequence of the target gene is MTGSNMSDALANAVCQRCQARFSPAERIVNSNGELYHEHCFVCAQCFRPFPEGLFYEFEGRKYCEHDFQMLFAPCCGSCGEFIIGRVIKAMNNNWHPGCFRCELCDVELADLGFVKNAGRHLCRPCHNREKAKGLGKYICQRCHLVIDEQPLMFRSDAYHPDHFNCTHCGKELTAEARELKGELYCLPCHDKMGVPICGACRRPIEGRVVNALGKQWHVEHFVCAKCEKPFLGHRHYEKKGLAYCETHYNQLFGDVCYNCSHVIEGDVVSALNKAWCVSCFSCSTCNSKLTLKNKFVEFD.... Result: 0 (no interaction). (9) The miRNA is hsa-miR-4644 with sequence UGGAGAGAGAAAAGAGACAGAAG. The protein sequence of the target gene is MEAGSGPPGGPGSESPNRAVEYLLELNNIIESQQQLLETQRRRIEELEGQLDQLTQENRDLREESQLHRGELHRDPHGARDSPGRESQYQNLRETQFHHRELRESQFHQAARDVGYPNREGAYQNREAVYRDKERDASYPLQDTTGYTARERDVAQCHLHHENPALGRERGGREAGPAHPGREKEAGYSAAVGVGPRPPRERGQLSRGASRSSSPGAGGGHSTSTSTSPATTLQRKSDGENSRTVSVEGDAPGSDLSTAVDSPGSQPPYRLSQLPPSSSHMGGPPAGVGLPWAQRARLQP.... Result: 1 (interaction). (10) The miRNA is mmu-miR-1199-5p with sequence UCUGAGUCCCGGUCGCGCGG. The protein sequence of the target gene is MALPGPAVFGPGSRGSLDEAGAEGREAAALAAAGVALEDEEEDDGRRGLLRWDGFSAWLHCVCVVGFDLELGQAVEVIYPQHSKLTDKEKTNICYLSFPDSNSGCLGDTQFCFRFRQSSGRRVSLHCLLDEFDKDLPVYLKKDPAYFYGYVYFRQVRDKTLKRGYFQKSLVLISKLPYIHFFHTVLKQIAPEYFEKNEPYLEAACNDVDRWPAPVPGKTLHLPIMGLVMKVRIPTCHDKPGTTQMVQLTQQADTHTSIILPTVHEVDLFRCFCPVFLHSQMLWELVLLGEPLVVMAPSPS.... Result: 1 (interaction).